From a dataset of Catalyst prediction with 721,799 reactions and 888 catalyst types from USPTO. Predict which catalyst facilitates the given reaction. (1) Reactant: CS(C)=O.F[C:6]1[CH:7]=[C:8]([CH:11]=[CH:12][CH:13]=1)[C:9]#[N:10].[NH2:14][CH2:15][CH:16]1[CH2:21][CH2:20][NH:19][CH2:18][CH2:17]1. Product: [NH2:14][CH2:15][CH:16]1[CH2:21][CH2:20][N:19]([C:6]2[CH:7]=[C:8]([CH:11]=[CH:12][CH:13]=2)[C:9]#[N:10])[CH2:18][CH2:17]1. The catalyst class is: 6. (2) Reactant: [NH:1]1[CH2:4][CH:3]([O:5][CH2:6][CH2:7][N:8]2[C:13]3[N:14]=[C:15]([NH:18][CH3:19])[N:16]=[CH:17][C:12]=3[CH:11]=[C:10]([C:20]3[C:25]([Cl:26])=[C:24]([O:27][CH3:28])[CH:23]=[C:22]([O:29][CH3:30])[C:21]=3[Cl:31])[C:9]2=[O:32])[CH2:2]1.CN(C(ON1N=NC2C=CC=NC1=2)=[N+](C)C)C.F[P-](F)(F)(F)(F)F.[CH3:57][N:58]([CH3:65])[CH2:59]/[CH:60]=[CH:61]/[C:62](O)=[O:63]. Product: [Cl:31][C:21]1[C:22]([O:29][CH3:30])=[CH:23][C:24]([O:27][CH3:28])=[C:25]([Cl:26])[C:20]=1[C:10]1[C:9](=[O:32])[N:8]([CH2:7][CH2:6][O:5][CH:3]2[CH2:2][N:1]([C:62](=[O:63])/[CH:61]=[CH:60]/[CH2:59][N:58]([CH3:65])[CH3:57])[CH2:4]2)[C:13]2[N:14]=[C:15]([NH:18][CH3:19])[N:16]=[CH:17][C:12]=2[CH:11]=1. The catalyst class is: 18. (3) Reactant: [C:1]([C:5]1[CH:10]=[CH:9][C:8]([CH2:11][C:12]([CH3:18])=[CH:13][O:14][C:15](=[O:17])[CH3:16])=[CH:7][CH:6]=1)([CH3:4])([CH3:3])[CH3:2].CC(C)([O-])C.[K+].[O:25]=[C:26]([CH2:32][CH2:33][CH2:34][CH2:35][CH2:36][CH2:37][CH3:38])[CH2:27]CC(Cl)=O. Product: [C:1]([C:5]1[CH:6]=[CH:7][C:8]([CH2:11][C:12]([CH3:18])=[CH:13][O:14][C:15](=[O:17])[CH2:16][CH2:27][C:26](=[O:25])[CH2:32][CH2:33][CH2:34][CH2:35][CH2:36][CH2:37][CH3:38])=[CH:9][CH:10]=1)([CH3:4])([CH3:2])[CH3:3]. The catalyst class is: 7. (4) Reactant: C([O:8][C:9]1[CH:14]=[CH:13][C:12]([C:15]2[CH:20]=[CH:19][CH:18]=[C:17]([CH2:21][N:22]3[C:30]4[C:25](=[CH:26][CH:27]=[CH:28][CH:29]=4)[C:24]([C:31]4[CH:36]=[CH:35][C:34]([C:37]([CH3:40])([CH3:39])[CH3:38])=[CH:33][CH:32]=4)=[C:23]3[C:41]([O:43]CC)=[O:42])[CH:16]=2)=[CH:11][CH:10]=1)C1C=CC=CC=1.[OH-].[Na+].Cl. The catalyst class is: 242. Product: [CH3:40][C:37]([C:34]1[CH:33]=[CH:32][C:31]([C:24]2[C:25]3[C:30](=[CH:29][CH:28]=[CH:27][CH:26]=3)[N:22]([CH2:21][C:17]3[CH:16]=[C:15]([C:12]4[CH:11]=[CH:10][C:9]([OH:8])=[CH:14][CH:13]=4)[CH:20]=[CH:19][CH:18]=3)[C:23]=2[C:41]([OH:43])=[O:42])=[CH:36][CH:35]=1)([CH3:38])[CH3:39]. (5) Reactant: COC(OC)[N:4]([CH3:6])[CH3:5].[CH3:9][C:10]1[CH:11]=[CH:12][N:13]=C2[C:24](=[O:25])[C:23]3[CH:22]=[CH:21][CH:20]=[CH:19][C:18]=3[C:16](=O)[C:15]=12.[Cl-].[NH4+].C(O)(=O)C. Product: [CH:20]1[CH:21]=[CH:22][C:23]2[C:24](=[O:25])[C:5]3[C:15]4[C:10]([CH:9]=[CH:6][N:4]=3)=[CH:11][CH:12]=[N:13][C:16]=4[C:18]=2[CH:19]=1. The catalyst class is: 9. (6) Reactant: [CH3:1][C:2]1[O:6][C:5]([CH:7]([NH2:13])[CH:8]2[CH2:12][CH2:11][CH2:10][S:9]2)=[CH:4][CH:3]=1.[Cl:14][C:15]1[CH:20]=[CH:19][C:18]([NH:21][C:22]2[C:23](=O)[C:24](=[O:29])[C:25]=2[O:26]CC)=[C:17]([OH:31])[C:16]=1[S:32]([N:35]1[CH2:40][CH2:39][N:38]([CH3:41])[CH2:37][CH2:36]1)(=[O:34])=[O:33]. The catalyst class is: 5. Product: [Cl:14][C:15]1[CH:20]=[CH:19][C:18]([NH:21][C:22]2[C:25](=[O:26])[C:24](=[O:29])[C:23]=2[NH:13][CH:7]([C:5]2[O:6][C:2]([CH3:1])=[CH:3][CH:4]=2)[CH:8]2[CH2:12][CH2:11][CH2:10][S:9]2)=[C:17]([OH:31])[C:16]=1[S:32]([N:35]1[CH2:36][CH2:37][N:38]([CH3:41])[CH2:39][CH2:40]1)(=[O:33])=[O:34]. (7) Reactant: [NH3:1].[N:2]([CH2:5][CH2:6][CH2:7][CH2:8][CH3:9])=[C:3]=[O:4]. Product: [CH2:5]([NH:2][C:3]([NH2:1])=[O:4])[CH2:6][CH2:7][CH2:8][CH3:9]. The catalyst class is: 5.